Dataset: Reaction yield outcomes from USPTO patents with 853,638 reactions. Task: Predict the reaction yield, written as a fraction of the theoretical maximum amount of product (1.0 means a 100% yield; for example, 0.34 means a 34% yield). (1) The reactants are Br[C:2]1[CH:7]=[CH:6][C:5]([Cl:8])=[CH:4][CH:3]=1.[C:9](=[O:16])([O:11][C:12]([CH3:15])([CH3:14])[CH3:13])[NH2:10].C([O-])([O-])=O.[K+].[K+].CNCCNC. The catalyst is [Cu]I.C1(C)C=CC=CC=1. The product is [C:12]([O:11][C:9]([NH:10][C:2]1[CH:7]=[CH:6][C:5]([Cl:8])=[CH:4][CH:3]=1)=[O:16])([CH3:15])([CH3:14])[CH3:13]. The yield is 0.780. (2) The reactants are [C:1]1([S:7][C:8]2[CH:9]=[C:10]([CH:13]=[CH:14][CH:15]=2)[CH:11]=[O:12])[CH:6]=[CH:5][CH:4]=[CH:3][CH:2]=1.[BH4-].[Na+].O. The catalyst is C(O)C. The product is [C:1]1([S:7][C:8]2[CH:9]=[C:10]([CH2:11][OH:12])[CH:13]=[CH:14][CH:15]=2)[CH:6]=[CH:5][CH:4]=[CH:3][CH:2]=1. The yield is 0.680. (3) The reactants are Cl.C([N:4]=C=NCCCN(C)C)C.Cl.[C:14]([CH2:16][C:17]1[C:26]([O:27][CH3:28])=[C:25]2[O:29][C:30]([CH3:33])([CH3:32])[CH2:31][C:24]2=[C:23]2[C:18]=1[CH2:19][C:20]([CH3:50])([CH3:49])[N:21]=[C:22]2[C:34]1[CH:35]=[C:36]([CH:46]=[CH:47][CH:48]=1)[C:37]([NH:39][C:40]([CH3:45])([C:42]([OH:44])=O)[CH3:41])=[O:38])#[N:15].C(N(CC)CC)C. The catalyst is CN(C)C=O. The product is [NH2:4][C:42](=[O:44])[C:40]([NH:39][C:37](=[O:38])[C:36]1[CH:46]=[CH:47][CH:48]=[C:34]([C:22]2[C:23]3[C:18](=[C:17]([CH2:16][C:14]#[N:15])[C:26]([O:27][CH3:28])=[C:25]4[O:29][C:30]([CH3:32])([CH3:33])[CH2:31][C:24]4=3)[CH2:19][C:20]([CH3:50])([CH3:49])[N:21]=2)[CH:35]=1)([CH3:45])[CH3:41]. The yield is 0.670. (4) The reactants are [CH3:1][C:2](/[CH:4]=[N:5]/O)=O.[CH3:7][C:8]1([CH3:16])[CH2:13][C:12](=O)[CH2:11][C:10](=[O:15])[CH2:9]1. The catalyst is OC(C)=O.O.[Zn]. The product is [CH3:1][C:2]1[C:11]2[C:10](=[O:15])[CH2:9][C:8]([CH3:7])([CH3:16])[CH2:13][C:12]=2[NH:5][CH:4]=1. The yield is 0.450.